From a dataset of Catalyst prediction with 721,799 reactions and 888 catalyst types from USPTO. Predict which catalyst facilitates the given reaction. (1) Reactant: [CH3:1][O:2][C:3]1[N:8]=[C:7]([C:9]2[N:22]=[C:12]3[CH:13]([C:17]([O:19]CC)=[O:18])[CH2:14][CH2:15][CH2:16][N:11]3[N:10]=2)[CH:6]=[CH:5][C:4]=1[N:23]1[CH:27]=[C:26]([CH3:28])[N:25]=[CH:24]1.Cl. Product: [CH3:1][O:2][C:3]1[N:8]=[C:7]([C:9]2[N:22]=[C:12]3[CH:13]([C:17]([OH:19])=[O:18])[CH2:14][CH2:15][CH2:16][N:11]3[N:10]=2)[CH:6]=[CH:5][C:4]=1[N:23]1[CH:27]=[C:26]([CH3:28])[N:25]=[CH:24]1. The catalyst class is: 702. (2) Reactant: [NH2:1][C@H:2]([C:4]1[N:5]([C:25]2[CH:30]=[CH:29][CH:28]=[CH:27][CH:26]=2)[C:6](=[O:24])[C:7]2[C:12]([CH:13]=1)=[CH:11][CH:10]=[CH:9][C:8]=2[NH:14][CH2:15][C:16]1[CH:21]=[CH:20][C:19]([O:22][CH3:23])=[CH:18][CH:17]=1)[CH3:3].[C:31]([O:35][C:36]([NH:38][C:39]1[C:47]([C:48](O)=[O:49])=[C:42]2[N:43]=[CH:44][CH:45]=[CH:46][N:41]2[N:40]=1)=[O:37])([CH3:34])([CH3:33])[CH3:32].C1C=CC2N(O)N=NC=2C=1.C(Cl)CCl.C(N(C(C)C)CC)(C)C. Product: [CH3:23][O:22][C:19]1[CH:20]=[CH:21][C:16]([CH2:15][NH:14][C:8]2[CH:9]=[CH:10][CH:11]=[C:12]3[C:7]=2[C:6](=[O:24])[N:5]([C:25]2[CH:26]=[CH:27][CH:28]=[CH:29][CH:30]=2)[C:4]([C@@H:2]([NH:1][C:48]([C:47]2[C:39]([NH:38][C:36](=[O:37])[O:35][C:31]([CH3:33])([CH3:32])[CH3:34])=[N:40][N:41]4[CH:46]=[CH:45][CH:44]=[N:43][C:42]=24)=[O:49])[CH3:3])=[CH:13]3)=[CH:17][CH:18]=1. The catalyst class is: 3. (3) Reactant: [CH3:1][O:2][C:3]1[CH:4]=[C:5]2[C:10](=[CH:11][C:12]=1[O:13][CH3:14])[N:9]=[CH:8][N:7]=[C:6]2[N:15]1[CH2:20][CH2:19][N:18]([C:21](=S)[NH:22][CH2:23][C:24]2[CH:29]=[CH:28][C:27]3[O:30][CH2:31][O:32][C:26]=3[CH:25]=2)[CH2:17][CH2:16]1.[OH-].[Na+].OO.S([O-])([O-])(=[O:40])=S.[Na+].[Na+].Cl. Product: [CH3:1][O:2][C:3]1[CH:4]=[C:5]2[C:10](=[CH:11][C:12]=1[O:13][CH3:14])[N:9]=[CH:8][N:7]=[C:6]2[N:15]1[CH2:20][CH2:19][N:18]([C:21]([NH:22][CH2:23][C:24]2[CH:29]=[CH:28][C:27]3[O:30][CH2:31][O:32][C:26]=3[CH:25]=2)=[O:40])[CH2:17][CH2:16]1. The catalyst class is: 8. (4) Reactant: [CH3:1][C:2]1[N:3]=[C:4]([NH:7][C:8]2[N:13]=[CH:12][C:11]([S:14][C:15]3[CH:16]=[C:17]([OH:21])[CH:18]=[CH:19][CH:20]=3)=[CH:10][C:9]=2[O:22][C:23]2[CH:28]=[CH:27][CH:26]=[CH:25][CH:24]=2)[S:5][CH:6]=1.C(=O)([O-])[O-].[K+].[K+].Cl.Cl[CH2:37][CH2:38][N:39]1[CH2:44][CH2:43][CH2:42][CH2:41][CH2:40]1.CN(C=O)C. Product: [CH3:1][C:2]1[N:3]=[C:4]([NH:7][C:8]2[C:9]([O:22][C:23]3[CH:28]=[CH:27][CH:26]=[CH:25][CH:24]=3)=[CH:10][C:11]([S:14][C:15]3[CH:20]=[CH:19][CH:18]=[C:17]([O:21][CH2:37][CH2:38][N:39]4[CH2:44][CH2:43][CH2:42][CH2:41][CH2:40]4)[CH:16]=3)=[CH:12][N:13]=2)[S:5][CH:6]=1. The catalyst class is: 6.